This data is from Full USPTO retrosynthesis dataset with 1.9M reactions from patents (1976-2016). The task is: Predict the reactants needed to synthesize the given product. (1) Given the product [NH2:1][C:2]1[C:7]([F:8])=[C:6]([CH:9]2[CH2:13][CH2:12][CH2:11][O:10]2)[N:5]=[C:4]([CH:14]=[O:15])[C:3]=1[Cl:16], predict the reactants needed to synthesize it. The reactants are: [NH2:1][C:2]1[C:7]([F:8])=[C:6]([CH:9]2[CH2:13][CH2:12][CH2:11][O:10]2)[N:5]=[C:4]([CH:14]=[O:15])[CH:3]=1.[Cl:16]N1C(C)(C)C(=O)N(Cl)C1=O. (2) Given the product [CH3:18][O:19][C:20]1[CH:25]=[C:24]([C:2]2[S:6][C:5]([C:7]([N:9]([CH3:17])[C:10]3[CH:11]=[C:12]([CH3:16])[CH:13]=[CH:14][CH:15]=3)=[O:8])=[CH:4][CH:3]=2)[CH:23]=[CH:22][CH:21]=1, predict the reactants needed to synthesize it. The reactants are: Br[C:2]1[S:6][C:5]([C:7]([N:9]([CH3:17])[C:10]2[CH:11]=[C:12]([CH3:16])[CH:13]=[CH:14][CH:15]=2)=[O:8])=[CH:4][CH:3]=1.[CH3:18][O:19][C:20]1[CH:21]=[C:22](B(O)O)[CH:23]=[CH:24][CH:25]=1. (3) Given the product [N:18]1[CH:19]=[CH:20][CH:21]=[C:16]([NH:15][C:13]([N:7]2[C@@H:8]3[CH2:12][N:11]([CH2:10][CH2:9]3)[C:5]3[CH:4]=[CH:3][C:2]([C:31]4[CH:36]=[N:35][C:34]([C:37]([F:40])([F:39])[F:38])=[CH:33][CH:32]=4)=[N:22][C:6]2=3)=[O:14])[CH:17]=1, predict the reactants needed to synthesize it. The reactants are: Cl[C:2]1[CH:3]=[CH:4][C:5]2[N:11]3[CH2:12][C@H:8]([CH2:9][CH2:10]3)[N:7]([C:13]([NH:15][C:16]3[CH:17]=[N:18][CH:19]=[CH:20][CH:21]=3)=[O:14])[C:6]=2[N:22]=1.CC1(C)C(C)(C)OB([C:31]2[CH:32]=[CH:33][C:34]([C:37]([F:40])([F:39])[F:38])=[N:35][CH:36]=2)O1.[O-]P([O-])([O-])=O.[K+].[K+].[K+].CC(C1C=C(C(C)C)C(C2C=CC=CC=2P(C2CCCCC2)C2CCCCC2)=C(C(C)C)C=1)C. (4) The reactants are: [CH2:1]([P:3]([O:10][CH2:11][CH2:12][CH2:13][CH3:14])([CH2:5][CH2:6][C:7]([OH:9])=[O:8])=[O:4])[CH3:2].[O-]CCCC.[O-]CCCC.[O-]CCCC.[O-]CCCC.[Ti+4:35]. Given the product [Ti+4:35].[CH2:1]([P:3]([O:10][CH2:11][CH2:12][CH2:13][CH3:14])([CH2:5][CH2:6][C:7]([O-:9])=[O:8])=[O:4])[CH3:2].[CH2:1]([P:3]([CH2:5][CH2:6][C:7]([O-:9])=[O:8])([O:10][CH2:11][CH2:12][CH2:13][CH3:14])=[O:4])[CH3:2].[CH2:1]([P:3]([CH2:5][CH2:6][C:7]([O-:9])=[O:8])([O:10][CH2:11][CH2:12][CH2:13][CH3:14])=[O:4])[CH3:2].[CH2:1]([P:3]([CH2:5][CH2:6][C:7]([O-:9])=[O:8])([O:10][CH2:11][CH2:12][CH2:13][CH3:14])=[O:4])[CH3:2], predict the reactants needed to synthesize it. (5) Given the product [C:63]([NH:66][NH:67][C:11]([C:10]1[N:2]([CH3:1])[C:3]2[C:8]([N:9]=1)=[C:7]([N:14]1[CH2:19][CH2:18][CH:17]([N:20]3[C:24]4[CH:25]=[CH:26][CH:27]=[CH:28][C:23]=4[NH:22][C:21]3=[O:29])[CH2:16][CH2:15]1)[N:6]=[CH:5][N:4]=2)=[O:12])(=[O:65])[CH3:64], predict the reactants needed to synthesize it. The reactants are: [CH3:1][N:2]1[C:10]([C:11](O)=[O:12])=[N:9][C:8]2[C:3]1=[N:4][CH:5]=[N:6][C:7]=2[N:14]1[CH2:19][CH2:18][CH:17]([N:20]2[C:24]3[CH:25]=[CH:26][CH:27]=[CH:28][C:23]=3[NH:22][C:21]2=[O:29])[CH2:16][CH2:15]1.CN(C(ON1N=NC2C=CC=NC1=2)=[N+](C)C)C.F[P-](F)(F)(F)(F)F.C(N(C(C)C)CC)(C)C.[C:63]([NH:66][NH2:67])(=[O:65])[CH3:64]. (6) Given the product [Br:17][C:5]1[C:6]([O:8][CH3:9])=[CH:7][C:2]([Cl:1])=[N:3][CH:4]=1, predict the reactants needed to synthesize it. The reactants are: [Cl:1][C:2]1[CH:7]=[C:6]([O:8][CH3:9])[CH:5]=[CH:4][N:3]=1.C1C(=O)N([Br:17])C(=O)C1.[OH-].[Na+]. (7) The reactants are: [C:1]([O:5][C:6]([N:8]([CH2:17][CH2:18][C:19](=[O:25])[CH:20]1[CH2:24][CH2:23][CH2:22][O:21]1)[C@@H:9]([CH3:16])[CH2:10][C:11]([O:13]CC)=O)=[O:7])([CH3:4])([CH3:3])[CH3:2].CC([O-])(C)C.[K+]. Given the product [CH3:16][C@H:9]1[CH2:10][C:11](=[O:13])[CH:18]([C:19]([CH:20]2[CH2:24][CH2:23][CH2:22][O:21]2)=[O:25])[CH2:17][N:8]1[C:6]([O:5][C:1]([CH3:2])([CH3:3])[CH3:4])=[O:7], predict the reactants needed to synthesize it.